From a dataset of Peptide-MHC class II binding affinity with 134,281 pairs from IEDB. Regression. Given a peptide amino acid sequence and an MHC pseudo amino acid sequence, predict their binding affinity value. This is MHC class II binding data. (1) The peptide sequence is YEKLSAEQSPPP. The MHC is DRB1_0101 with pseudo-sequence DRB1_0101. The binding affinity (normalized) is 0.602. (2) The binding affinity (normalized) is 0.0383. The MHC is DRB5_0101 with pseudo-sequence DRB5_0101. The peptide sequence is MKDLDEPGHLAPTGM. (3) The peptide sequence is LHGGHVSCRVKLSAL. The MHC is DRB5_0101 with pseudo-sequence DRB5_0101. The binding affinity (normalized) is 0. (4) The peptide sequence is KFTVFEAAFNKAIKE. The MHC is HLA-DQA10501-DQB10201 with pseudo-sequence HLA-DQA10501-DQB10201. The binding affinity (normalized) is 0.358. (5) The peptide sequence is NYPIVQNLQGQMVHQAISPR. The MHC is HLA-DQA10401-DQB10402 with pseudo-sequence HLA-DQA10401-DQB10402. The binding affinity (normalized) is 0.194.